Task: Predict the reactants needed to synthesize the given product.. Dataset: Full USPTO retrosynthesis dataset with 1.9M reactions from patents (1976-2016) (1) Given the product [F:1][C:2]1[CH:3]=[C:4]([NH:12][C:13]2[CH:14]=[N:15][CH:16]=[N:17][CH:18]=2)[CH:5]=[C:6]([N+:8]([O-:10])=[O:9])[CH:7]=1, predict the reactants needed to synthesize it. The reactants are: [F:1][C:2]1[CH:7]=[C:6]([N+:8]([O-:10])=[O:9])[CH:5]=[C:4](I)[CH:3]=1.[NH2:12][C:13]1[CH:14]=[N:15][CH:16]=[N:17][CH:18]=1.C([O-])([O-])=O.[Cs+].[Cs+].C1(P(C2C=CC=CC=2)C2C3OC4C(=CC=CC=4P(C4C=CC=CC=4)C4C=CC=CC=4)C(C)(C)C=3C=CC=2)C=CC=CC=1. (2) Given the product [CH3:6][O:7][C:8](=[O:17])[CH2:9][C:10]1[CH:15]=[CH:14][C:13](=[O:16])[N:12]([CH3:2])[CH:11]=1, predict the reactants needed to synthesize it. The reactants are: O1CCC[CH2:2]1.[CH3:6][O:7][C:8](=[O:17])[CH2:9][C:10]1[CH:15]=[CH:14][C:13](=[O:16])[NH:12][CH:11]=1.C([O-])([O-])=O.[Cs+].[Cs+]. (3) Given the product [CH:1]([C:4]1[C:5]([S:12]([C:15]2[CH:16]=[CH:17][C:18]([CH3:21])=[CH:19][CH:20]=2)(=[O:13])=[O:14])=[CH:6][C:7]([C:22](=[O:24])[CH3:23])=[C:8]([O:10][CH3:11])[CH:9]=1)([CH3:3])[CH3:2], predict the reactants needed to synthesize it. The reactants are: [CH:1]([C:4]1[CH:9]=[C:8]([O:10][CH3:11])[CH:7]=[CH:6][C:5]=1[S:12]([C:15]1[CH:20]=[CH:19][C:18]([CH3:21])=[CH:17][CH:16]=1)(=[O:14])=[O:13])([CH3:3])[CH3:2].[C:22](Cl)(=[O:24])[CH3:23].[Al+3].[Cl-].[Cl-].[Cl-]. (4) The reactants are: [CH3:1][O:2][C:3](=[O:23])[C@@H:4]([N:11]1[C:20](=[O:21])[C:19]2[C:14](=[CH:15][CH:16]=[CH:17][CH:18]=2)[NH:13][C:12]1=[O:22])[C:5]1[CH:10]=[CH:9][CH:8]=[CH:7][CH:6]=1.[I-].[CH3:25][N:26]1[C:34]2[C:29](=[C:30]([CH3:35])[CH:31]=[CH:32][CH:33]=2)[C:28]([CH2:36][N+](C)(C)C)=[CH:27]1.C([O-])([O-])=O.[K+].[K+].CCOC(C)=O. Given the product [CH3:1][O:2][C:3](=[O:23])[C@@H:4]([N:11]1[C:20](=[O:21])[C:19]2[C:14](=[CH:15][CH:16]=[CH:17][CH:18]=2)[N:13]([CH2:36][C:28]2[C:29]3[C:34](=[CH:33][CH:32]=[CH:31][C:30]=3[CH3:35])[N:26]([CH3:25])[CH:27]=2)[C:12]1=[O:22])[C:5]1[CH:6]=[CH:7][CH:8]=[CH:9][CH:10]=1, predict the reactants needed to synthesize it. (5) Given the product [CH3:5][O:6][CH2:7][CH2:8][CH:9]1[CH2:10][N:11]([C:15]2[C:24]3[N:23]=[C:22]([C:25]([F:27])([F:28])[F:26])[S:21][C:20]=3[NH:19][C:18]3[CH:29]=[CH:30][CH:31]=[CH:32][C:17]=3[N:16]=2)[CH2:12][CH2:13][N:14]1[CH2:2][CH2:3][OH:4], predict the reactants needed to synthesize it. The reactants are: I[CH2:2][CH2:3][OH:4].[CH3:5][O:6][CH2:7][CH2:8][C@@H:9]1[NH:14][CH2:13][CH2:12][N:11]([C:15]2[C:24]3[N:23]=[C:22]([C:25]([F:28])([F:27])[F:26])[S:21][C:20]=3[NH:19][C:18]3[CH:29]=[CH:30][CH:31]=[CH:32][C:17]=3[N:16]=2)[CH2:10]1.C(=O)([O-])[O-].[K+].[K+].[Cl-].[Na+]. (6) Given the product [Si:19]([O:18][CH2:17][CH2:16][N:9]1[C:10]2[C:5](=[C:4]([F:3])[CH:13]=[CH:12][CH:11]=2)[NH:6][CH2:7][C:8]1=[O:14])([C:22]([CH3:25])([CH3:24])[CH3:23])([CH3:21])[CH3:20], predict the reactants needed to synthesize it. The reactants are: [H-].[Na+].[F:3][C:4]1[CH:13]=[CH:12][CH:11]=[C:10]2[C:5]=1[NH:6][CH2:7][C:8](=[O:14])[NH:9]2.Br[CH2:16][CH2:17][O:18][Si:19]([C:22]([CH3:25])([CH3:24])[CH3:23])([CH3:21])[CH3:20].[I-].[Na+]. (7) The reactants are: O=P(Cl)(Cl)Cl.[NH2:6][N:7]1[C:16](=[O:17])[C:15]2[C:10](=[CH:11][CH:12]=[CH:13][CH:14]=2)[N:9]=[C:8]1[CH3:18].[C:19]([O-:22])(O)=O.[Na+].Cl.[CH3:25]N(C=O)C. Given the product [O:17]=[C:16]1[C:15]2[CH:14]=[CH:13][CH:12]=[CH:11][C:10]=2[NH:9][C:8]2=[C:18]([CH:19]=[O:22])[CH:25]=[N:6][N:7]12, predict the reactants needed to synthesize it. (8) The reactants are: [NH2:1][C:2]1[CH:3]=[C:4]([C:9]([C:11]2[CH:12]=[N:13][CH:14]=[CH:15][CH:16]=2)=[O:10])[CH:5]=[C:6]([Br:8])[CH:7]=1.N1C=CC=CC=1.[CH3:23][S:24](Cl)(=[O:26])=[O:25]. Given the product [Br:8][C:6]1[CH:7]=[C:2]([NH:1][S:24]([CH3:23])(=[O:26])=[O:25])[CH:3]=[C:4]([C:9]([C:11]2[CH:12]=[N:13][CH:14]=[CH:15][CH:16]=2)=[O:10])[CH:5]=1, predict the reactants needed to synthesize it. (9) Given the product [Si:18]([O:25][CH2:26][C:27]1[CH:28]=[CH:29][C:30]([CH3:34])=[C:31]([NH:6][C:7]2[C:8]3[CH:9]=[CH:10][N:11]=[C:2]([Cl:1])[C:3]=3[C:4]3[CH:16]=[C:15]([F:17])[CH:14]=[CH:13][C:5]=3[CH:35]=2)[CH:33]=1)([C:21]([CH3:24])([CH3:23])[CH3:22])([CH3:20])[CH3:19], predict the reactants needed to synthesize it. The reactants are: [Cl:1][C:2]1[N:11]=[CH:10][CH:9]=[C:8]2[C:3]=1[C:4]1[CH:16]=[C:15]([F:17])[CH:14]=[CH:13][C:5]=1[N:6]=[C:7]2Cl.[Si:18]([O:25][CH2:26][C:27]1[CH:28]=[CH:29][C:30]([CH3:34])=[C:31]([CH:33]=1)N)([C:21]([CH3:24])([CH3:23])[CH3:22])([CH3:20])[CH3:19].[CH3:35]C(C)([O-])C.[Na+]. (10) Given the product [CH3:1][C@@:2]1([C:8]([O:10][CH2:11][CH3:12])=[O:9])[CH2:7][CH2:6][CH2:5][N:4]([C:21]([O:23][CH2:24][C:25]2[CH:30]=[CH:29][CH:28]=[CH:27][CH:26]=2)=[O:22])[CH2:3]1, predict the reactants needed to synthesize it. The reactants are: [CH3:1][C@@:2]1([C:8]([O:10][CH2:11][CH3:12])=[O:9])[CH2:7][CH2:6][CH2:5][NH:4][CH2:3]1.C(N(CC)CC)C.Cl[C:21]([O:23][CH2:24][C:25]1[CH:30]=[CH:29][CH:28]=[CH:27][CH:26]=1)=[O:22].CCOC(C)=O.